From a dataset of Forward reaction prediction with 1.9M reactions from USPTO patents (1976-2016). Predict the product of the given reaction. (1) Given the reactants [CH3:1][N:2]1[C:6]2[CH:7]=[CH:8][C:9]([N+:11]([O-])=O)=[CH:10][C:5]=2[NH:4][C:3]1=[O:14], predict the reaction product. The product is: [NH2:11][C:9]1[CH:8]=[CH:7][C:6]2[N:2]([CH3:1])[C:3](=[O:14])[NH:4][C:5]=2[CH:10]=1. (2) The product is: [Cl:11][C:10]1[CH:9]=[C:8]2[C:4]([C:5]([C:12]([OH:14])=[O:13])=[N:6][NH:7]2)=[CH:3][C:2]=1[C:22]1[CH:23]=[CH:24][C:19]([O:18][CH:15]([CH3:17])[CH3:16])=[CH:20][CH:21]=1. Given the reactants Br[C:2]1[CH:3]=[C:4]2[C:8](=[CH:9][C:10]=1[Cl:11])[NH:7][N:6]=[C:5]2[C:12]([OH:14])=[O:13].[CH:15]([O:18][C:19]1[CH:24]=[CH:23][C:22](B(O)O)=[CH:21][CH:20]=1)([CH3:17])[CH3:16].C(=O)([O-])[O-].[K+].[K+], predict the reaction product. (3) Given the reactants [CH:1]1[CH2:6]C[CH2:4][CH2:3][CH:2]=1.C#CCCC.C([Zn]CC)C.[Cl:17][C:18]1[CH:19]=[C:20]2[C:25](=[CH:26][CH:27]=1)[C@@:24]1([CH2:33][O:32][C:31]3[CH:34]=[CH:35][C:36]([C:38]([O:40][CH3:41])=[O:39])=[CH:37][C:30]=3[N:29]([CH2:42][C@@H:43]3[CH2:46][CH2:45][C@H:44]3[CH:47]=[O:48])[CH2:28]1)[CH2:23][CH2:22][CH2:21]2, predict the reaction product. The product is: [Cl:17][C:18]1[CH:19]=[C:20]2[C:25](=[CH:26][CH:27]=1)[C@@:24]1([CH2:33][O:32][C:31]3[CH:34]=[CH:35][C:36]([C:38]([O:40][CH3:41])=[O:39])=[CH:37][C:30]=3[N:29]([CH2:42][C@@H:43]3[CH2:46][CH2:45][C@H:44]3[C@@H:47]([OH:48])/[CH:6]=[CH:1]/[CH2:2][CH2:3][CH3:4])[CH2:28]1)[CH2:23][CH2:22][CH2:21]2. (4) Given the reactants [O:1]1[CH:5]=[CH:4][CH:3]=[C:2]1[C:6]1[O:7][C:8]([CH3:33])=[C:9]([CH2:11][O:12][C:13]2[CH:30]=[CH:29][C:16]([CH2:17][O:18][C:19]3[C:23]([CH:24]=O)=[CH:22][N:21]([CH2:26][CH2:27][OH:28])[N:20]=3)=[CH:15][C:14]=2[O:31][CH3:32])[N:10]=1.[CH2:34]([P:43](=[O:50])([O:47][CH2:48][CH3:49])[O:44][CH2:45][CH3:46])P(=O)(OCC)OCC.CN(C)C=O.[H-].[Na+], predict the reaction product. The product is: [O:1]1[CH:5]=[CH:4][CH:3]=[C:2]1[C:6]1[O:7][C:8]([CH3:33])=[C:9]([CH2:11][O:12][C:13]2[CH:30]=[CH:29][C:16]([CH2:17][O:18][C:19]3[C:23](/[CH:24]=[CH:34]/[P:43](=[O:50])([O:44][CH2:45][CH3:46])[O:47][CH2:48][CH3:49])=[CH:22][N:21]([CH2:26][CH2:27][OH:28])[N:20]=3)=[CH:15][C:14]=2[O:31][CH3:32])[N:10]=1. (5) Given the reactants [F:1][C:2]1[CH:7]=[CH:6][C:5]([C:8]2[N:9]=[C:10]3[CH:15]=[CH:14][C:13]([N:16]4[CH2:21][CH2:20][N:19]([CH3:22])[CH2:18][CH2:17]4)=[N:12][N:11]3[C:23]=2[CH:24]2[CH:29]=[CH:28][N:27](C(OCC)=O)[CH:26]=[CH:25]2)=[CH:4][CH:3]=1.C1(Cl)C(Cl)=C(Cl)C(=O)C(=O)C=1Cl.[OH-].[Na+], predict the reaction product. The product is: [F:1][C:2]1[CH:7]=[CH:6][C:5]([C:8]2[N:9]=[C:10]3[CH:15]=[CH:14][C:13]([N:16]4[CH2:17][CH2:18][N:19]([CH3:22])[CH2:20][CH2:21]4)=[N:12][N:11]3[C:23]=2[C:24]2[CH:25]=[CH:26][N:27]=[CH:28][CH:29]=2)=[CH:4][CH:3]=1. (6) Given the reactants Cl[C:2]1[N:7]=[C:6]([Cl:8])[N:5]=[CH:4][N:3]=1.[CH:9]([S:12]([C:15]1[CH:21]=[CH:20][CH:19]=[CH:18][C:16]=1[NH2:17])(=[O:14])=[O:13])([CH3:11])[CH3:10].CCN(C(C)C)C(C)C, predict the reaction product. The product is: [Cl:8][C:6]1[N:5]=[CH:4][N:3]=[C:2]([NH:17][C:16]2[CH:18]=[CH:19][CH:20]=[CH:21][C:15]=2[S:12]([CH:9]([CH3:11])[CH3:10])(=[O:14])=[O:13])[N:7]=1.